This data is from Forward reaction prediction with 1.9M reactions from USPTO patents (1976-2016). The task is: Predict the product of the given reaction. (1) Given the reactants CC1C=CC(S(O[CH2:12][CH:13]2[O:18][C:17]3[CH:19]=[C:20]([F:23])[CH:21]=[CH:22][C:16]=3[O:15][CH2:14]2)(=O)=O)=CC=1.[NH2:24][CH2:25][CH2:26][OH:27], predict the reaction product. The product is: [F:23][C:20]1[CH:21]=[CH:22][C:16]2[O:15][CH2:14][CH:13]([CH2:12][NH:24][CH2:25][CH2:26][OH:27])[O:18][C:17]=2[CH:19]=1. (2) Given the reactants [I:1][C:2]1[C:7]([CH3:8])=[CH:6][C:5]([C:9]2[CH:14]=[CH:13][N:12]=[C:11]([O:15]C)[N:10]=2)=[CH:4][C:3]=1[CH3:17], predict the reaction product. The product is: [I:1][C:2]1[C:3]([CH3:17])=[CH:4][C:5]([C:9]2[CH:14]=[CH:13][NH:12][C:11](=[O:15])[N:10]=2)=[CH:6][C:7]=1[CH3:8]. (3) Given the reactants [NH2:1][OH:2].[OH2:3].[CH:4]([C:6]1[CH:11]=[CH:10][C:9]([CH:12]2[CH2:17][N:16]([C:18]([O:20][C:21]([CH3:24])([CH3:23])[CH3:22])=O)[CH2:15][CH2:14][N:13]2[C:25]([O:27][C:28]([CH3:31])([CH3:30])[CH3:29])=[O:26])=[CH:8][CH:7]=1)=O, predict the reaction product. The product is: [OH:2]/[N:1]=[CH:4]/[C:6]1[CH:7]=[CH:8][C:9]([CH:12]2[CH2:17][N:16]([C:18]([O:20][C:21]([CH3:24])([CH3:22])[CH3:23])=[O:3])[CH2:15][CH2:14][N:13]2[C:25]([O:27][C:28]([CH3:31])([CH3:30])[CH3:29])=[O:26])=[CH:10][CH:11]=1. (4) Given the reactants [Cl:1][C:2]1[CH:7]=[CH:6][CH:5]=[CH:4][C:3]=1[C@H:8]([O:10][C:11]1[CH:15]=[C:14]([N:16]2[C:20]3[CH:21]=[C:22]([CH2:25][N:26]4[CH2:32][CH2:31][CH2:30][N:29]([CH3:33])[CH2:28][CH2:27]4)[CH:23]=[CH:24][C:19]=3[N:18]=[CH:17]2)[S:13][C:12]=1[C:34]([O:36]C)=O)[CH3:9].[NH3:38], predict the reaction product. The product is: [Cl:1][C:2]1[CH:7]=[CH:6][CH:5]=[CH:4][C:3]=1[C@H:8]([O:10][C:11]1[CH:15]=[C:14]([N:16]2[C:20]3[CH:21]=[C:22]([CH2:25][N:26]4[CH2:32][CH2:31][CH2:30][N:29]([CH3:33])[CH2:28][CH2:27]4)[CH:23]=[CH:24][C:19]=3[N:18]=[CH:17]2)[S:13][C:12]=1[C:34]([NH2:38])=[O:36])[CH3:9].